Dataset: Forward reaction prediction with 1.9M reactions from USPTO patents (1976-2016). Task: Predict the product of the given reaction. (1) Given the reactants [CH3:1][O:2][C:3]1[CH:9]=[CH:8][C:7]([O:10][CH3:11])=[CH:6][C:4]=1[NH2:5].[C:12](=O)([O-])[O-].[K+].[K+].IC, predict the reaction product. The product is: [CH3:12][NH:5][C:4]1[CH:6]=[C:7]([O:10][CH3:11])[CH:8]=[CH:9][C:3]=1[O:2][CH3:1]. (2) Given the reactants [OH:1][CH2:2][CH2:3][C@@H:4]1[C@@H:12]([O:13][C:14]2[CH:19]=[CH:18][CH:17]=[CH:16][CH:15]=2)[C@H:11]([CH3:20])[O:10][C:9](=[O:21])[C@@H:8]([NH:22][C:23](=[O:29])[O:24][C:25]([CH3:28])([CH3:27])[CH3:26])[CH2:7][CH2:6][CH2:5]1.CC(OI1(OC(C)=O)(OC(C)=O)OC(=O)C2C=CC=CC1=2)=O, predict the reaction product. The product is: [CH3:20][C@@H:11]1[O:10][C:9](=[O:21])[C@@H:8]([NH:22][C:23](=[O:29])[O:24][C:25]([CH3:28])([CH3:27])[CH3:26])[CH2:7][CH2:6][CH2:5][C@H:4]([CH2:3][CH:2]=[O:1])[C@H:12]1[O:13][C:14]1[CH:15]=[CH:16][CH:17]=[CH:18][CH:19]=1. (3) Given the reactants [CH2:1]([O:3][C:4]([C:6]1[N:7]([CH3:22])[C:8]([CH2:20][CH3:21])=[C:9]([C:18]#[N:19])[C:10]=1[C:11]1[CH:16]=[CH:15][C:14]([NH2:17])=[CH:13][CH:12]=1)=[O:5])[CH3:2].[CH:23](=O)[C:24]1[CH:29]=[CH:28][CH:27]=[CH:26][CH:25]=1.[BH4-].[Na+].O, predict the reaction product. The product is: [CH2:1]([O:3][C:4]([C:6]1[N:7]([CH3:22])[C:8]([CH2:20][CH3:21])=[C:9]([C:18]#[N:19])[C:10]=1[C:11]1[CH:16]=[CH:15][C:14]([NH:17][CH2:23][C:24]2[CH:29]=[CH:28][CH:27]=[CH:26][CH:25]=2)=[CH:13][CH:12]=1)=[O:5])[CH3:2]. (4) Given the reactants [C:1]([O:5][C:6]([N:8]([C:20]([O:22][C:23]([CH3:26])([CH3:25])[CH3:24])=[O:21])[C@:9]1([C:15]([O:17][CH2:18][CH3:19])=[O:16])[CH2:11][C@H:10]1[CH2:12][CH2:13][OH:14])=[O:7])([CH3:4])([CH3:3])[CH3:2].CC(OI1(OC(C)=O)(OC(C)=O)OC(=O)C2C=CC=CC1=2)=O, predict the reaction product. The product is: [C:1]([O:5][C:6]([N:8]([C:20]([O:22][C:23]([CH3:24])([CH3:26])[CH3:25])=[O:21])[C@:9]1([C:15]([O:17][CH2:18][CH3:19])=[O:16])[CH2:11][C@H:10]1[CH2:12][CH:13]=[O:14])=[O:7])([CH3:4])([CH3:2])[CH3:3]. (5) Given the reactants [OH:1][C@@H:2]1[C@@H:6]([CH2:7][OH:8])[CH2:5][C@@H:4]([N:9]2[C:17](=[O:18])[C:16]3[C:11](=[CH:12][CH:13]=[CH:14][CH:15]=3)[C:10]2=[O:19])[C@@H:3]1[O:20][CH3:21].CCN(CC)CC.[CH3:29][C:30]([Si:33](Cl)([CH3:35])[CH3:34])([CH3:32])[CH3:31], predict the reaction product. The product is: [Si:33]([O:8][CH2:7][C@H:6]1[CH2:5][C@@H:4]([N:9]2[C:10](=[O:19])[C:11]3[C:16](=[CH:15][CH:14]=[CH:13][CH:12]=3)[C:17]2=[O:18])[C@H:3]([O:20][CH3:21])[C@@H:2]1[OH:1])([C:30]([CH3:32])([CH3:31])[CH3:29])([CH3:35])[CH3:34]. (6) Given the reactants Cl[C:2]1[N:7]=[C:6]2[N:8]([CH3:16])[C:9](=[O:15])[N:10]([CH2:11][CH:12]3[CH2:14][CH2:13]3)[C:5]2=[CH:4][CH:3]=1.[CH3:17]C(C1C=C(C(C)C)C(C2C=CC=CC=2P(C2CCCCC2)C2CCCCC2)=C(C(C)C)C=1)C.[Br-].[C:52]([CH2:54][CH2:55][CH2:56][Zn+])#[N:53].C1COCC1, predict the reaction product. The product is: [CH3:17][C:12]([CH3:13])([CH3:14])[CH2:11][N:10]1[C:5]2[C:6](=[N:7][C:2]([CH2:56][CH2:55][CH2:54][C:52]#[N:53])=[CH:3][CH:4]=2)[N:8]([CH3:16])[C:9]1=[O:15]. (7) Given the reactants O[CH2:2][CH2:3][C:4]1[CH:5]=[C:6]([OH:10])[CH:7]=[CH:8][CH:9]=1.C(=O)([O-])[O-].[K+].[K+].[I-].[Na+].Cl[CH2:20][CH:21]1[CH2:23][CH2:22]1.[CH3:24][N:25](C=O)C, predict the reaction product. The product is: [CH:23]1([CH2:22][O:10][C:6]2[CH:5]=[C:4]([CH2:3][CH2:2][NH:25][CH3:24])[CH:9]=[CH:8][CH:7]=2)[CH2:21][CH2:20]1. (8) Given the reactants ClC(Cl)(O[C:5](=[O:11])OC(Cl)(Cl)Cl)Cl.[CH2:13]([O:20][C:21]1[CH:22]=[C:23]([CH:27]2[NH:31][N:30]=[C:29]3[C:32]4[CH:33]=[C:34]([F:40])[CH:35]=[CH:36][C:37]=4[O:38][CH2:39][CH:28]23)[CH:24]=[CH:25][CH:26]=1)[C:14]1[CH:19]=[CH:18][CH:17]=[CH:16][CH:15]=1.[CH2:41]([N:43](CC)[CH2:44]C)C.CNC, predict the reaction product. The product is: [CH3:41][N:43]([CH3:44])[C:5]([N:31]1[CH:27]([C:23]2[CH:24]=[CH:25][CH:26]=[C:21]([O:20][CH2:13][C:14]3[CH:19]=[CH:18][CH:17]=[CH:16][CH:15]=3)[CH:22]=2)[CH:28]2[CH2:39][O:38][C:37]3[CH:36]=[CH:35][C:34]([F:40])=[CH:33][C:32]=3[C:29]2=[N:30]1)=[O:11]. (9) Given the reactants [F:1][C:2]([F:20])([F:19])[C:3]1[CH:8]=[CH:7][C:6]([C@@H:9]2[C:18]3[N:17]=[CH:16][CH:15]=[CH:14][C:13]=3[CH2:12][CH2:11][NH:10]2)=[CH:5][CH:4]=1.[C:21]([C:23]1[CH:24]=[C:25]([N:29]=[C:30]=[O:31])[CH:26]=[CH:27][CH:28]=1)#[N:22], predict the reaction product. The product is: [C:21]([C:23]1[CH:24]=[C:25]([NH:29][C:30]([N:10]2[C@H:9]([C:6]3[CH:7]=[CH:8][C:3]([C:2]([F:1])([F:19])[F:20])=[CH:4][CH:5]=3)[C:18]3[N:17]=[CH:16][CH:15]=[CH:14][C:13]=3[CH2:12][CH2:11]2)=[O:31])[CH:26]=[CH:27][CH:28]=1)#[N:22].